Dataset: Reaction yield outcomes from USPTO patents with 853,638 reactions. Task: Predict the reaction yield, written as a fraction of the theoretical maximum amount of product (1.0 means a 100% yield; for example, 0.34 means a 34% yield). (1) The reactants are C(OC(=O)[NH:7][CH2:8][CH2:9][O:10][C:11]1[CH:12]=[N:13][CH:14]=[C:15]([C:17]2[CH:18]=[C:19]3[C:24](=[CH:25][CH:26]=2)[N:23]([CH3:27])[C:22](=[O:28])[CH2:21][CH2:20]3)[CH:16]=1)(C)(C)C.[ClH:30].O1CCOCC1. The catalyst is CO. The product is [ClH:30].[NH2:7][CH2:8][CH2:9][O:10][C:11]1[CH:16]=[C:15]([C:17]2[CH:18]=[C:19]3[C:24](=[CH:25][CH:26]=2)[N:23]([CH3:27])[C:22](=[O:28])[CH2:21][CH2:20]3)[CH:14]=[N:13][CH:12]=1. The yield is 0.910. (2) The yield is 0.700. The product is [CH2:20]([O:27][C:28]1[CH:33]=[CH:32][C:31](/[CH:18]=[CH:17]/[C:14]2[CH:15]=[N:16][C:11]([NH:10][C:7]3[CH:8]=[CH:9][C:4]([O:3][CH:2]([F:1])[F:19])=[CH:5][CH:6]=3)=[N:12][CH:13]=2)=[CH:30][CH:29]=1)[C:21]1[CH:26]=[CH:25][CH:24]=[CH:23][CH:22]=1. The reactants are [F:1][CH:2]([F:19])[O:3][C:4]1[CH:9]=[CH:8][C:7]([NH:10][C:11]2[N:16]=[CH:15][C:14]([CH:17]=[CH2:18])=[CH:13][N:12]=2)=[CH:6][CH:5]=1.[CH2:20]([O:27][C:28]1[CH:33]=[CH:32][C:31](I)=[CH:30][CH:29]=1)[C:21]1[CH:26]=[CH:25][CH:24]=[CH:23][CH:22]=1.C1(C)C=CC=CC=1P(C1C=CC=CC=1C)C1C=CC=CC=1C. The catalyst is C(#N)C.C1C=CC(/C=C/C(/C=C/C2C=CC=CC=2)=O)=CC=1.C1C=CC(/C=C/C(/C=C/C2C=CC=CC=2)=O)=CC=1.C1C=CC(/C=C/C(/C=C/C2C=CC=CC=2)=O)=CC=1.C(Cl)(Cl)Cl.[Pd].[Pd]. (3) The reactants are [NH2:1][C@@H:2]([CH3:18])[CH2:3][N:4]1[CH:8]=[CH:7][C:6]([C:9]2[CH:16]=[CH:15][C:12]([C:13]#[N:14])=[C:11]([Cl:17])[CH:10]=2)=[N:5]1.[CH3:19][NH:20][C:21]1[S:22][CH:23]=[C:24]([C:26](O)=[O:27])[N:25]=1. No catalyst specified. The product is [Cl:17][C:11]1[CH:10]=[C:9]([C:6]2[CH:7]=[CH:8][N:4]([CH2:3][C@@H:2]([NH:1][C:26]([C:24]3[N:25]=[C:21]([NH:20][CH3:19])[S:22][CH:23]=3)=[O:27])[CH3:18])[N:5]=2)[CH:16]=[CH:15][C:12]=1[C:13]#[N:14]. The yield is 0.0828. (4) The catalyst is CN(C)C=O. The product is [O:42]=[C:38]1[NH:39][CH2:40][CH2:41][N:37]1[CH2:36][CH2:35][NH:34][C:19]([C:17]1[CH:16]=[CH:15][C:14]2[N:10]([C:8]3[S:9][C:5]([C:3]([O:2][CH3:1])=[O:4])=[C:6]([O:22][CH2:23][C:24]4[CH:29]=[CH:28][CH:27]=[CH:26][C:25]=4[C:30]([F:31])([F:33])[F:32])[CH:7]=3)[CH:11]=[N:12][C:13]=2[CH:18]=1)=[O:21]. The reactants are [CH3:1][O:2][C:3]([C:5]1[S:9][C:8]([N:10]2[C:14]3[CH:15]=[CH:16][C:17]([C:19]([OH:21])=O)=[CH:18][C:13]=3[N:12]=[CH:11]2)=[CH:7][C:6]=1[O:22][CH2:23][C:24]1[CH:29]=[CH:28][CH:27]=[CH:26][C:25]=1[C:30]([F:33])([F:32])[F:31])=[O:4].[NH2:34][CH2:35][CH2:36][N:37]1[CH2:41][CH2:40][NH:39][C:38]1=[O:42].C(N(C(C)C)CC)(C)C.C(OCC)(=O)C. The yield is 0.950. (5) The reactants are [CH:1]([O:3][C:4](=[O:19])[O:5][CH2:6][CH:7]1[CH2:11][CH2:10][N:9](CC2C=CC=CC=2)[CH2:8]1)=[CH2:2].Cl[C:21]([O:23][CH:24]=[CH2:25])=[O:22]. The catalyst is ClCCCl. The product is [CH:24]([O:23][C:21]([N:9]1[CH2:10][CH2:11][CH:7]([CH2:6][O:5][C:4]([O:3][CH:1]=[CH2:2])=[O:19])[CH2:8]1)=[O:22])=[CH2:25]. The yield is 0.830. (6) The reactants are [Li+].CC([N-]C(C)C)C.[CH:9]([N:12]1[CH:16]=[CH:15][CH:14]=[N:13]1)([CH3:11])[CH3:10].[CH2:17]([Sn:21](Cl)([CH2:26][CH2:27][CH2:28][CH3:29])[CH2:22][CH2:23][CH2:24][CH3:25])[CH2:18][CH2:19][CH3:20]. The catalyst is C1COCC1. The product is [CH:9]([N:12]1[C:16]([Sn:21]([CH2:22][CH2:23][CH2:24][CH3:25])([CH2:26][CH2:27][CH2:28][CH3:29])[CH2:17][CH2:18][CH2:19][CH3:20])=[CH:15][CH:14]=[N:13]1)([CH3:11])[CH3:10]. The yield is 0.820. (7) The yield is 0.350. The product is [O:29]=[C:25]([N:21]1[CH2:22][CH2:23][CH2:24][C@@H:19]([NH:18][C:15]2[CH:16]=[CH:17][C:12]3[N:13]([C:9]([C:8]4[C:3](=[O:2])[NH:4][CH:5]=[CH:6][CH:7]=4)=[CH:10][N:11]=3)[N:14]=2)[CH2:20]1)[CH2:26][C:27]#[N:28]. The reactants are C[O:2][C:3]1[C:8]([C:9]2[N:13]3[N:14]=[C:15]([NH:18][C@@H:19]4[CH2:24][CH2:23][CH2:22][N:21]([C:25](=[O:29])[CH2:26][C:27]#[N:28])[CH2:20]4)[CH:16]=[CH:17][C:12]3=[N:11][CH:10]=2)=[CH:7][CH:6]=[CH:5][N:4]=1.Cl[Si](C)(C)C.[I-].[Na+]. The catalyst is C(#N)C.